This data is from Experimentally validated miRNA-target interactions with 360,000+ pairs, plus equal number of negative samples. The task is: Binary Classification. Given a miRNA mature sequence and a target amino acid sequence, predict their likelihood of interaction. The miRNA is hsa-miR-4458 with sequence AGAGGUAGGUGUGGAAGAA. The protein sequence of the target gene is MAEDKTKPSELDQGKYDADDNVKIICLGDSAVGKSKLMERFLMDGFQPQQLSTYALTLYKHTATVDGRTILVDFWDTAGQERFQSMHASYYHKAHACIMVFDVQRKVTYRNLSTWYTELREFRPEIPCIVVANKIDDINVTQKSFNFAKKFSLPLYFVSAADGTNVVKLFNDAIRLAVSYKQNSQDFMDEIFQELENFSLEQEEEDVPDQEQSSSIETPSEEAASPHS. Result: 1 (interaction).